Dataset: Full USPTO retrosynthesis dataset with 1.9M reactions from patents (1976-2016). Task: Predict the reactants needed to synthesize the given product. Given the product [NH2:23][CH2:22][CH2:21][C@H:20]([C:18]1[CH:17]=[CH:16][CH:15]=[C:14]([O:13][CH2:12][CH:7]2[CH2:8][CH2:9][CH2:10][CH2:11]2)[N:19]=1)[OH:24], predict the reactants needed to synthesize it. The reactants are: [H-].[H-].[H-].[H-].[Li+].[Al+3].[CH:7]1([CH2:12][O:13][C:14]2[N:19]=[C:18]([C@H:20]([OH:24])[CH2:21][C:22]#[N:23])[CH:17]=[CH:16][CH:15]=2)[CH2:11][CH2:10][CH2:9][CH2:8]1.N.CO.C(Cl)Cl.